Dataset: Forward reaction prediction with 1.9M reactions from USPTO patents (1976-2016). Task: Predict the product of the given reaction. (1) Given the reactants F[C:2]1[CH:7]=[CH:6][C:5]([C:8]2[O:12][N:11]=[C:10]([C:13]3[CH:18]=[CH:17][C:16]([O:19][CH:20]([CH3:22])[CH3:21])=[C:15]([C:23]([F:26])([F:25])[F:24])[CH:14]=3)[N:9]=2)=[CH:4][CH:3]=1.[CH2:27]([O:34][CH2:35][CH:36]([NH2:38])[CH3:37])[C:28]1[CH:33]=[CH:32][CH:31]=[CH:30][CH:29]=1.C(=O)([O-])[O-].[K+].[K+], predict the reaction product. The product is: [CH2:27]([O:34][CH2:35][CH:36]([NH:38][C:2]1[CH:7]=[CH:6][C:5]([C:8]2[O:12][N:11]=[C:10]([C:13]3[CH:18]=[CH:17][C:16]([O:19][CH:20]([CH3:22])[CH3:21])=[C:15]([C:23]([F:26])([F:25])[F:24])[CH:14]=3)[N:9]=2)=[CH:4][CH:3]=1)[CH3:37])[C:28]1[CH:33]=[CH:32][CH:31]=[CH:30][CH:29]=1. (2) Given the reactants OI1(=O)C2C=CC=CC=2C(=O)O1.[C:13](#[N:15])[CH3:14].C(C1[NH:19][C:20]2[C:25]([CH:26]=1)=[CH:24][C:23]([C@H:27]([NH:29][C:30]([C:32]1[O:36][N:35]=[C:34]([CH3:37])[CH:33]=1)=[O:31])[CH3:28])=[CH:22][CH:21]=2)=O, predict the reaction product. The product is: [C:13]([C:14]1[NH:19][C:20]2[C:25]([CH:26]=1)=[CH:24][C:23]([C@H:27]([NH:29][C:30]([C:32]1[O:36][N:35]=[C:34]([CH3:37])[CH:33]=1)=[O:31])[CH3:28])=[CH:22][CH:21]=2)#[N:15]. (3) Given the reactants [C:1]([O:5][C:6](=[O:23])[NH:7][C:8]([C:11](=O)[NH:12][CH2:13][C:14]1[CH:19]=[CH:18][C:17]([Cl:20])=[C:16]([Cl:21])[CH:15]=1)([CH3:10])[CH3:9])([CH3:4])([CH3:3])[CH3:2].B.O1CCCC1.CO, predict the reaction product. The product is: [Cl:21][C:16]1[CH:15]=[C:14]([CH:19]=[CH:18][C:17]=1[Cl:20])[CH2:13][NH:12][CH2:11][C:8]([NH:7][C:6](=[O:23])[O:5][C:1]([CH3:4])([CH3:2])[CH3:3])([CH3:9])[CH3:10]. (4) Given the reactants [C:1]1([CH:7]([C:25]2[CH:30]=[CH:29][CH:28]=[CH:27][CH:26]=2)[CH2:8][NH:9][CH2:10][C@@H:11]([CH3:24])[CH2:12][O:13][C:14]2[CH:15]=[C:16]([CH2:20][C:21]([OH:23])=[O:22])[CH:17]=[CH:18][CH:19]=2)[CH:6]=[CH:5][CH:4]=[CH:3][CH:2]=1.[F:31][C:32]1[C:39]([C:40]([F:43])([F:42])[F:41])=[CH:38][CH:37]=[CH:36][C:33]=1[CH:34]=O.COC(=O)C.[Cl:49]C1C(C(F)(F)F)=CC=CC=1C=O.Cl.CCOCC, predict the reaction product. The product is: [ClH:49].[F:31][C:32]1[C:39]([C:40]([F:41])([F:42])[F:43])=[CH:38][CH:37]=[CH:36][C:33]=1[CH2:34][N:9]([CH2:8][CH:7]([C:1]1[CH:2]=[CH:3][CH:4]=[CH:5][CH:6]=1)[C:25]1[CH:26]=[CH:27][CH:28]=[CH:29][CH:30]=1)[CH2:10][C@@H:11]([CH3:24])[CH2:12][O:13][C:14]1[CH:15]=[C:16]([CH2:20][C:21]([OH:23])=[O:22])[CH:17]=[CH:18][CH:19]=1. (5) Given the reactants [C:1]([C:5]1[N:6]=[C:7]([N:16]2[CH2:20][CH2:19][C:18]([F:22])([F:21])[CH2:17]2)[C:8]2[N:13]=[N:12][N:11]([CH2:14][CH3:15])[C:9]=2[N:10]=1)([CH3:4])([CH3:3])[CH3:2].C(C1N=C(N2CCC(F)(F)C2)C2N=NNC=2N=1)(C)(C)C.ClC[C:45]1[N:49](C)[N:48]=[C:47]([CH3:51])[N:46]=1, predict the reaction product. The product is: [C:1]([C:5]1[N:6]=[C:7]([N:16]2[CH2:20][CH2:19][C:18]([F:21])([F:22])[CH2:17]2)[C:8]2[N:13]=[N:12][N:11]([CH2:14][C:15]3[N:49]([CH3:45])[N:48]=[C:47]([CH3:51])[N:46]=3)[C:9]=2[N:10]=1)([CH3:2])([CH3:3])[CH3:4]. (6) Given the reactants [OH-].[Na+].[C:3]([C:5]1[CH:6]=[C:7]([C:15]2[O:19][N:18]=[C:17]([C:20]3[C:21]([C:33]([F:36])([F:35])[F:34])=[C:22]([CH2:26][CH2:27][C:28]([O:30]CC)=[O:29])[CH:23]=[CH:24][CH:25]=3)[N:16]=2)[CH:8]=[CH:9][C:10]=1[O:11][CH:12]([CH3:14])[CH3:13])#[N:4].Cl, predict the reaction product. The product is: [C:3]([C:5]1[CH:6]=[C:7]([C:15]2[O:19][N:18]=[C:17]([C:20]3[C:21]([C:33]([F:34])([F:35])[F:36])=[C:22]([CH2:26][CH2:27][C:28]([OH:30])=[O:29])[CH:23]=[CH:24][CH:25]=3)[N:16]=2)[CH:8]=[CH:9][C:10]=1[O:11][CH:12]([CH3:13])[CH3:14])#[N:4].